The task is: Predict the product of the given reaction.. This data is from Forward reaction prediction with 1.9M reactions from USPTO patents (1976-2016). (1) Given the reactants [H-].[Na+].[I-].[CH3:4][S+](C)C.[CH3:8][O:9][C:10]1[CH:11]=[C:12]([CH:15]=[CH:16][C:17]=1[O:18][CH3:19])[CH:13]=[O:14], predict the reaction product. The product is: [CH3:8][O:9][C:10]1[CH:11]=[C:12]([CH:13]2[CH2:4][O:14]2)[CH:15]=[CH:16][C:17]=1[O:18][CH3:19]. (2) Given the reactants [F:1][C:2]([C:6]1[N:16]=[C:9]2[N:10]=[C:11]([CH3:15])[CH:12]=[C:13](O)[N:8]2[N:7]=1)([F:5])[CH2:3][CH3:4].P(Cl)(Cl)([Cl:19])=O.C([O-])([O-])=O.[Na+].[Na+], predict the reaction product. The product is: [Cl:19][C:13]1[N:8]2[N:7]=[C:6]([C:2]([F:5])([F:1])[CH2:3][CH3:4])[N:16]=[C:9]2[N:10]=[C:11]([CH3:15])[CH:12]=1. (3) Given the reactants [CH2:1]([O:3][C:4](=[O:17])[C:5]1[CH:10]=[C:9]([S:11][CH2:12][C:13](=O)[CH3:14])[CH:8]=[C:7]([F:16])[CH:6]=1)[CH3:2].Cl.[Cl:19][C:20]1[CH:21]=[C:22]([NH:26]N)[CH:23]=[CH:24][CH:25]=1, predict the reaction product. The product is: [CH2:1]([O:3][C:4](=[O:17])[C:5]1[CH:6]=[C:7]([F:16])[CH:8]=[C:9]([S:11][C:12]2[C:23]3[C:22](=[CH:21][C:20]([Cl:19])=[CH:25][CH:24]=3)[NH:26][C:13]=2[CH3:14])[CH:10]=1)[CH3:2]. (4) Given the reactants [NH2:1][C:2]1[C:3](=[O:18])[N:4]([CH2:9][C:10]2[CH:15]=[CH:14][C:13]([O:16][CH3:17])=[CH:12][CH:11]=2)[CH:5]=[C:6]([Cl:8])[CH:7]=1.C[O:20][C:21]([C:23]1[CH:27]=[C:26]([Br:28])[N:25]([CH:29]([CH3:31])[CH3:30])[C:24]=1[CH:32]([C:34]1[CH:39]=[CH:38][C:37]([Cl:40])=[CH:36][CH:35]=1)O)=O.ClC1C=C(C=CC=1[F:49])N.ClC(N(C)C)=C(C)C, predict the reaction product. The product is: [Br:28][C:26]1[N:25]([CH:29]([CH3:31])[CH3:30])[C:24]2[CH:32]([C:34]3[CH:39]=[CH:38][C:37]([Cl:40])=[C:36]([F:49])[CH:35]=3)[N:1]([C:2]3[C:3](=[O:18])[N:4]([CH2:9][C:10]4[CH:15]=[CH:14][C:13]([O:16][CH3:17])=[CH:12][CH:11]=4)[CH:5]=[C:6]([Cl:8])[CH:7]=3)[C:21](=[O:20])[C:23]=2[CH:27]=1.